Dataset: Full USPTO retrosynthesis dataset with 1.9M reactions from patents (1976-2016). Task: Predict the reactants needed to synthesize the given product. (1) Given the product [Cl:1][C:2]1[CH:3]=[C:4]([CH:25]=[CH:26][C:27]=1[O:28][CH3:29])[CH2:5][NH:6][C:7]1[C:12]([C:13]([O:15][CH3:16])=[O:14])=[C:11]([N:36]2[CH2:37][CH2:38][N:33]3[CH:32]=[CH:31][N:30]=[C:34]3[CH2:35]2)[N:10]=[C:9]([N:18]2[CH2:23][CH2:22][CH:21]([OH:24])[CH2:20][CH2:19]2)[N:8]=1, predict the reactants needed to synthesize it. The reactants are: [Cl:1][C:2]1[CH:3]=[C:4]([CH:25]=[CH:26][C:27]=1[O:28][CH3:29])[CH2:5][NH:6][C:7]1[C:12]([C:13]([O:15][CH3:16])=[O:14])=[C:11](Cl)[N:10]=[C:9]([N:18]2[CH2:23][CH2:22][CH:21]([OH:24])[CH2:20][CH2:19]2)[N:8]=1.[N:30]1[CH:31]=[CH:32][N:33]2[CH2:38][CH2:37][NH:36][CH2:35][C:34]=12.C(=O)([O-])O.[Na+]. (2) Given the product [ClH:9].[N:1]12[CH2:7][CH:4]([CH2:5][CH2:6]1)[CH:3]([OH:8])[CH2:2]2, predict the reactants needed to synthesize it. The reactants are: [N:1]12[CH2:7][CH:4]([CH2:5][CH2:6]1)[C:3](=[O:8])[CH2:2]2.[ClH:9]. (3) Given the product [CH3:38][S:39]([O:14][CH2:13][CH2:12][CH:11]1[O:10][CH:9]([C:15]2[CH:20]=[CH:19][CH:18]=[C:17]([O:21][CH3:22])[C:16]=2[O:23][CH3:24])[C:8]2[CH:25]=[C:26]([Cl:29])[CH:27]=[CH:28][C:7]=2[N:6]2[C:2]([Cl:1])=[C:3]([Cl:30])[N:4]=[C:5]12)(=[O:41])=[O:40], predict the reactants needed to synthesize it. The reactants are: [Cl:1][C:2]1[N:6]2[C:7]3[CH:28]=[CH:27][C:26]([Cl:29])=[CH:25][C:8]=3[CH:9]([C:15]3[CH:20]=[CH:19][CH:18]=[C:17]([O:21][CH3:22])[C:16]=3[O:23][CH3:24])[O:10][CH:11]([CH2:12][CH2:13][OH:14])[C:5]2=[N:4][C:3]=1[Cl:30].C(N(CC)CC)C.[CH3:38][S:39](Cl)(=[O:41])=[O:40].C(=O)([O-])O.[Na+].